Dataset: Reaction yield outcomes from USPTO patents with 853,638 reactions. Task: Predict the reaction yield, written as a fraction of the theoretical maximum amount of product (1.0 means a 100% yield; for example, 0.34 means a 34% yield). The reactants are [H-].[Na+].[Br:3][C:4]1[S:5][C:6]2[CH2:7][C:8]3[C:14]([C:15]4[CH:20]=[CH:19][C:18]([O:21][CH3:22])=[CH:17][CH:16]=4)=[N:13][NH:12][C:9]=3[C:10]=2[CH:11]=1.[CH3:23][Si:24]([CH2:27][CH2:28][O:29][CH2:30]Cl)([CH3:26])[CH3:25]. The catalyst is C1COCC1. The product is [Br:3][C:4]1[S:5][C:6]2[CH2:7][C:8]3[C:14]([C:15]4[CH:20]=[CH:19][C:18]([O:21][CH3:22])=[CH:17][CH:16]=4)=[N:13][N:12]([CH2:30][O:29][CH2:28][CH2:27][Si:24]([CH3:26])([CH3:25])[CH3:23])[C:9]=3[C:10]=2[CH:11]=1. The yield is 0.750.